From a dataset of Forward reaction prediction with 1.9M reactions from USPTO patents (1976-2016). Predict the product of the given reaction. Given the reactants [Cl:1][C:2]1[N:11]=[C:10]([N:12]2[CH2:16][CH2:15][C@H:14]([NH:17][C:18](=[O:24])[O:19][C:20]([CH3:23])([CH3:22])[CH3:21])[CH2:13]2)[C:9]2[C:4](=[CH:5][CH:6]=[CH:7][CH:8]=2)[N:3]=1.I[CH2:26][CH2:27][CH2:28][CH2:29][CH2:30][CH3:31], predict the reaction product. The product is: [Cl:1][C:2]1[N:11]=[C:10]([N:12]2[CH2:16][CH2:15][C@H:14]([N:17]([CH2:26][CH2:27][CH2:28][CH2:29][CH2:30][CH3:31])[C:18](=[O:24])[O:19][C:20]([CH3:21])([CH3:23])[CH3:22])[CH2:13]2)[C:9]2[C:4](=[CH:5][CH:6]=[CH:7][CH:8]=2)[N:3]=1.